Dataset: Catalyst prediction with 721,799 reactions and 888 catalyst types from USPTO. Task: Predict which catalyst facilitates the given reaction. (1) Reactant: [CH:1]1([CH:7]([NH:26][C:27]2[CH:32]=[CH:31][C:30]([C:33]([N:35]([CH3:43])[CH2:36][CH2:37][C:38]([O:40]CC)=[O:39])=[O:34])=[CH:29][CH:28]=2)[C:8]2[O:9][C:10]3[CH:17]=[CH:16][C:15]([O:18][CH2:19][CH2:20][CH2:21][S:22]([CH3:25])(=[O:24])=[O:23])=[CH:14][C:11]=3[C:12]=2[CH3:13])[CH2:6][CH2:5][CH2:4][CH2:3][CH2:2]1.[OH-].[Na+]. Product: [CH:1]1([CH:7]([NH:26][C:27]2[CH:32]=[CH:31][C:30]([C:33]([N:35]([CH3:43])[CH2:36][CH2:37][C:38]([OH:40])=[O:39])=[O:34])=[CH:29][CH:28]=2)[C:8]2[O:9][C:10]3[CH:17]=[CH:16][C:15]([O:18][CH2:19][CH2:20][CH2:21][S:22]([CH3:25])(=[O:23])=[O:24])=[CH:14][C:11]=3[C:12]=2[CH3:13])[CH2:2][CH2:3][CH2:4][CH2:5][CH2:6]1. The catalyst class is: 8. (2) Reactant: C(OC([NH:8][C@H:9]([C:14]1[CH:19]=[CH:18][C:17]([C:20](=[O:28])[NH:21][C:22]2[CH:27]=[CH:26][N:25]=[CH:24][CH:23]=2)=[CH:16][CH:15]=1)[CH2:10][C:11](O)=O)=O)(C)(C)C.[CH3:29][O:30][C:31]1[CH:36]=[CH:35][C:34]([S:37]([Cl:40])(=[O:39])=[O:38])=[CH:33][CH:32]=1.[CH3:41][CH2:42][N:43](C(C)C)C(C)C. Product: [ClH:40].[ClH:40].[NH2:8][CH:9]([CH:10]1[CH2:11][CH2:41][CH2:42][N:43]1[S:37]([C:34]1[CH:35]=[CH:36][C:31]([O:30][CH3:29])=[CH:32][CH:33]=1)(=[O:39])=[O:38])[C:14]1[CH:15]=[CH:16][C:17]([C:20]([NH:21][C:22]2[CH:23]=[CH:24][N:25]=[CH:26][CH:27]=2)=[O:28])=[CH:18][CH:19]=1. The catalyst class is: 387. (3) Reactant: [OH:1][C:2]1[CH:3]=[C:4]([CH:9]=[CH:10][C:11]=1[C:12]#[CH:13])[C:5]([O:7][CH3:8])=[O:6]. Product: [O:1]1[C:2]2[CH:3]=[C:4]([C:5]([O:7][CH3:8])=[O:6])[CH:9]=[CH:10][C:11]=2[CH:12]=[CH:13]1. The catalyst class is: 11. (4) Reactant: CCN(S(F)(F)[F:7])CC.[N+:10]([C:13]1[CH:18]=[CH:17][C:16]([CH:19](O)[CH2:20][N:21]2[CH2:26][CH2:25][N:24]([CH2:27][CH2:28][C:29]3[CH:34]=[CH:33][C:32]([N+:35]([O-:37])=[O:36])=[CH:31][CH:30]=3)[CH2:23][CH2:22]2)=[CH:15][CH:14]=1)([O-:12])=[O:11].[OH-].[Na+]. Product: [F:7][CH:19]([C:16]1[CH:15]=[CH:14][C:13]([N+:10]([O-:12])=[O:11])=[CH:18][CH:17]=1)[CH2:20][N:21]1[CH2:26][CH2:25][N:24]([CH2:27][CH2:28][C:29]2[CH:30]=[CH:31][C:32]([N+:35]([O-:37])=[O:36])=[CH:33][CH:34]=2)[CH2:23][CH2:22]1. The catalyst class is: 2. (5) Reactant: [CH3:1][N:2]([CH3:21])[C:3]1[CH:12]=[CH:11][C:10]([N:13]2[C:17]([CH3:18])=[N:16][N:15]=[C:14]2[SH:19])=[C:9]2[C:4]=1[CH:5]=[CH:6][C:7]([CH3:20])=[N:8]2.[Cl:22][C:23]1[C:28]([NH:29][C:30](=[O:33])[CH2:31]Cl)=[CH:27][CH:26]=[CH:25][N:24]=1.C(=O)([O-])[O-].[K+].[K+].O. Product: [Cl:22][C:23]1[C:28]([NH:29][C:30](=[O:33])[CH2:31][S:19][C:14]2[N:13]([C:10]3[CH:11]=[CH:12][C:3]([N:2]([CH3:1])[CH3:21])=[C:4]4[C:9]=3[N:8]=[C:7]([CH3:20])[CH:6]=[CH:5]4)[C:17]([CH3:18])=[N:16][N:15]=2)=[CH:27][CH:26]=[CH:25][N:24]=1. The catalyst class is: 9. (6) Reactant: Cl[C:2]1[CH:7]=[C:6]([CH3:8])[N:5]=[C:4]([S:9][CH3:10])[N:3]=1.Cl.[O:12]1[CH2:16][CH2:15][CH:14]([NH2:17])[CH2:13]1.C(N(CC)CC)C.O. Product: [CH3:8][C:6]1[N:5]=[C:4]([S:9][CH3:10])[N:3]=[C:2]([NH:17][CH:14]2[CH2:15][CH2:16][O:12][CH2:13]2)[CH:7]=1. The catalyst class is: 175.